From a dataset of Full USPTO retrosynthesis dataset with 1.9M reactions from patents (1976-2016). Predict the reactants needed to synthesize the given product. (1) Given the product [CH2:11]([O:13][C:14]1[CH:19]=[CH:18][C:17]([NH:20][C:2]2[CH:9]=[CH:8][C:5]([C:6]#[N:7])=[CH:4][CH:3]=2)=[C:16]([C:21]([F:22])([F:23])[F:24])[CH:15]=1)[CH3:12], predict the reactants needed to synthesize it. The reactants are: F[C:2]1[CH:9]=[CH:8][C:5]([C:6]#[N:7])=[CH:4][CH:3]=1.Cl.[CH2:11]([O:13][C:14]1[CH:19]=[CH:18][C:17]([NH2:20])=[C:16]([C:21]([F:24])([F:23])[F:22])[CH:15]=1)[CH3:12].CC(C)([O-])C.[K+]. (2) Given the product [NH2:14][C:13]1[C:3]2[CH:4]=[N:5][C:6]3[CH:7]=[CH:8][C:9]([F:12])=[CH:10][C:11]=3[C:2]=2[S:17][C:16]=1[C:15]([O:19][CH3:20])=[O:18], predict the reactants needed to synthesize it. The reactants are: Cl[C:2]1[C:11]2[C:6](=[CH:7][CH:8]=[C:9]([F:12])[CH:10]=2)[N:5]=[CH:4][C:3]=1[C:13]#[N:14].[C:15]([O:19][CH3:20])(=[O:18])[CH2:16][SH:17].C([O-])([O-])=O.[K+].[K+].